This data is from Full USPTO retrosynthesis dataset with 1.9M reactions from patents (1976-2016). The task is: Predict the reactants needed to synthesize the given product. (1) Given the product [NH:15]1[C:16]2[CH:22]=[CH:21][CH:20]=[CH:19][C:17]=2[N:18]=[C:14]1[CH2:13][NH:12][C:2]1[C:7]([N+:8]([O-:10])=[O:9])=[CH:6][CH:5]=[CH:4][N:3]=1, predict the reactants needed to synthesize it. The reactants are: Cl[C:2]1[C:7]([N+:8]([O-:10])=[O:9])=[CH:6][CH:5]=[CH:4][N:3]=1.Cl.[NH2:12][CH2:13][C:14]1[NH:15][C:16]2[CH:22]=[CH:21][CH:20]=[CH:19][C:17]=2[N:18]=1.C(O)C.C(N(C(C)C)CC)(C)C. (2) Given the product [Cl:1][C:2]1[CH:3]=[CH:4][C:5]([C:10]([F:17])([F:16])[C:11]([O:13][CH2:14][CH3:15])=[O:12])=[N:6][CH:7]=1, predict the reactants needed to synthesize it. The reactants are: [Cl:1][C:2]1[CH:3]=[CH:4][C:5](I)=[N:6][CH:7]=1.Br[C:10]([F:17])([F:16])[C:11]([O:13][CH2:14][CH3:15])=[O:12].O.O.O.P([O-])([O-])(O)=O.[K+].[K+].